This data is from Forward reaction prediction with 1.9M reactions from USPTO patents (1976-2016). The task is: Predict the product of the given reaction. (1) Given the reactants Cl[C:2]([O:4][C:5]1[CH:10]=[CH:9][C:8]([O:11][C:12]2[CH:17]=[CH:16][C:15]([C:18]([F:21])([F:20])[F:19])=[CH:14][N:13]=2)=[CH:7][CH:6]=1)=[O:3].[CH3:22][O:23][C:24]1[CH:25]=[C:26]([N:30]2[CH2:35][CH2:34][NH:33][CH2:32][CH2:31]2)[CH:27]=[CH:28][CH:29]=1.[K+].[Br-], predict the reaction product. The product is: [F:19][C:18]([F:21])([F:20])[C:15]1[CH:16]=[CH:17][C:12]([O:11][C:8]2[CH:9]=[CH:10][C:5]([O:4][C:2]([N:33]3[CH2:32][CH2:31][N:30]([C:26]4[CH:27]=[CH:28][CH:29]=[C:24]([O:23][CH3:22])[CH:25]=4)[CH2:35][CH2:34]3)=[O:3])=[CH:6][CH:7]=2)=[N:13][CH:14]=1. (2) Given the reactants [CH3:1][C:2]1[C:10]([N+:11]([O-:13])=[O:12])=[CH:9][C:8]([C:14]([F:17])([F:16])[F:15])=[CH:7][C:3]=1[C:4]([OH:6])=[O:5].[C:18](=O)([O-])[O-].[Na+].[Na+].CI.O, predict the reaction product. The product is: [CH3:1][C:2]1[C:10]([N+:11]([O-:13])=[O:12])=[CH:9][C:8]([C:14]([F:15])([F:16])[F:17])=[CH:7][C:3]=1[C:4]([O:6][CH3:18])=[O:5]. (3) Given the reactants Br[C:2]1[CH:7]=[CH:6][CH:5]=[CH:4][N:3]=1.[F:8][C:9]1[CH:14]=[CH:13][C:12](B(O)O)=[CH:11][C:10]=1[CH:18]=[O:19].C([O-])([O-])=O.[Cs+].[Cs+].CC1(C)C2C(=C(P(C3C=CC=CC=3)C3C=CC=CC=3)C=CC=2)OC2C(P(C3C=CC=CC=3)C3C=CC=CC=3)=CC=CC1=2, predict the reaction product. The product is: [F:8][C:9]1[CH:14]=[CH:13][C:12]([C:2]2[CH:7]=[CH:6][CH:5]=[CH:4][N:3]=2)=[CH:11][C:10]=1[CH:18]=[O:19]. (4) Given the reactants [NH2:1][C:2]1[C:7]([OH:8])=[CH:6][CH:5]=[CH:4][C:3]=1[CH3:9].[CH2:10]([O:16][C:17]1[CH:24]=[C:23]([CH2:25][OH:26])[C:22]([O:27][CH2:28][CH2:29][CH2:30][CH2:31][CH2:32][CH3:33])=[CH:21][C:18]=1[CH:19]=O)[CH2:11][CH2:12][CH2:13][CH2:14][CH3:15].ClC1C(=O)C(C#N)=C(C#N)C(=O)C=1Cl.C([O-])([O-])=O.[Na+].[Na+].CCl, predict the reaction product. The product is: [CH3:9][C:3]1[C:2]2[N:1]=[C:19]([C:18]3[CH:21]=[C:22]([O:27][CH2:28][CH2:29][CH2:30][CH2:31][CH2:32][CH3:33])[C:23]([CH2:25][OH:26])=[CH:24][C:17]=3[O:16][CH2:10][CH2:11][CH2:12][CH2:13][CH2:14][CH3:15])[O:8][C:7]=2[CH:6]=[CH:5][CH:4]=1. (5) The product is: [NH2:1][C:2]1[N:6]([C:7]2[C:12]([Cl:13])=[CH:11][C:10]([C:14]([F:16])([F:15])[F:17])=[CH:9][C:8]=2[Cl:18])[N:5]=[C:4]([C:19]#[N:20])[C:3]=1[C:21]1([C:24]2[S:26][CH:28]=[CH:29][N:25]=2)[CH2:23][CH2:22]1. Given the reactants [NH2:1][C:2]1[N:6]([C:7]2[C:12]([Cl:13])=[CH:11][C:10]([C:14]([F:17])([F:16])[F:15])=[CH:9][C:8]=2[Cl:18])[N:5]=[C:4]([C:19]#[N:20])[C:3]=1[C:21]1([C:24](=[S:26])[NH2:25])[CH2:23][CH2:22]1.Cl[CH2:28][CH:29]=O, predict the reaction product.